From a dataset of Forward reaction prediction with 1.9M reactions from USPTO patents (1976-2016). Predict the product of the given reaction. (1) Given the reactants [F:1][CH:2]([F:18])[C:3](=O)[CH2:4][C:5]([C:7]1[CH:12]=[CH:11][C:10]([C:13]([F:16])([F:15])[F:14])=[CH:9][CH:8]=1)=O.[NH2:19][C:20]1[C:24]([C:25]2[CH:30]=[CH:29][N:28]=[C:27]([CH3:31])[CH:26]=2)=[CH:23][NH:22][N:21]=1, predict the reaction product. The product is: [F:1][CH:2]([F:18])[C:3]1[N:21]2[N:22]=[CH:23][C:24]([C:25]3[CH:30]=[CH:29][N:28]=[C:27]([CH3:31])[CH:26]=3)=[C:20]2[N:19]=[C:5]([C:7]2[CH:12]=[CH:11][C:10]([C:13]([F:16])([F:15])[F:14])=[CH:9][CH:8]=2)[CH:4]=1. (2) Given the reactants [CH2:1]([N:8]1[CH2:13][C:12](=O)[N:11]2[C:15]3[CH:21]=[N:20][C:19]([O:22][CH3:23])=[CH:18][C:16]=3[CH2:17][CH:10]2[C:9]1=O)[C:2]1[CH:7]=[CH:6][CH:5]=[CH:4][CH:3]=1.[H-].[Al+3].[Li+].[H-].[H-].[H-].O.[OH-].[Na+], predict the reaction product. The product is: [CH2:1]([N:8]1[CH2:13][CH2:12][N:11]2[C:15]3[CH:21]=[N:20][C:19]([O:22][CH3:23])=[CH:18][C:16]=3[CH2:17][CH:10]2[CH2:9]1)[C:2]1[CH:3]=[CH:4][CH:5]=[CH:6][CH:7]=1. (3) Given the reactants [CH3:1][N:2]1[C:10]2[C:5](=[CH:6][CH:7]=[CH:8][CH:9]=2)[C:4]([C:11]([O:13]C)=O)=[CH:3]1.[CH3:15][NH2:16], predict the reaction product. The product is: [CH3:15][NH:16][C:11]([C:4]1[C:5]2[C:10](=[CH:9][CH:8]=[CH:7][CH:6]=2)[N:2]([CH3:1])[CH:3]=1)=[O:13]. (4) Given the reactants [O:1]=[C:2]1[CH2:6][CH2:5][CH2:4][N:3]1[C@@H:7]1[CH2:12][CH2:11][CH2:10][C@H:9]([NH:13]C(=O)OCC2C=CC=CC=2)[CH2:8]1.CO.C(Cl)Cl, predict the reaction product. The product is: [NH2:13][C@H:9]1[CH2:10][CH2:11][CH2:12][C@@H:7]([N:3]2[CH2:4][CH2:5][CH2:6][C:2]2=[O:1])[CH2:8]1.